This data is from Catalyst prediction with 721,799 reactions and 888 catalyst types from USPTO. The task is: Predict which catalyst facilitates the given reaction. (1) Reactant: [CH3:1][C:2]1([CH3:22])[N:6]([C:7]([O:9][C:10]([CH3:13])([CH3:12])[CH3:11])=[O:8])[C@@H:5]([CH2:14][C@H:15]2[CH2:21][CH:20]=[CH:19][CH2:18][O:17][CH2:16]2)[CH2:4][O:3]1. Product: [CH3:1][C:2]1([CH3:22])[N:6]([C:7]([O:9][C:10]([CH3:11])([CH3:12])[CH3:13])=[O:8])[C@@H:5]([CH2:14][C@H:15]2[CH2:21][CH2:20][CH2:19][CH2:18][O:17][CH2:16]2)[CH2:4][O:3]1. The catalyst class is: 319. (2) Product: [CH3:13][O:14][C:15]1[CH:16]=[C:17]2[C:22](=[CH:23][CH:24]=1)[C:21]([O:25][Si:27]([CH3:30])([CH3:29])[CH3:28])=[CH:20][CH2:19][CH2:18]2. Reactant: C(NC(C)C)(C)C.[Li]CCCC.[CH3:13][O:14][C:15]1[CH:16]=[C:17]2[C:22](=[CH:23][CH:24]=1)[C:21](=[O:25])[CH2:20][CH2:19][CH2:18]2.Cl[Si:27]([CH3:30])([CH3:29])[CH3:28]. The catalyst class is: 20. (3) Product: [CH:1]1([C:4]([NH:6][C:7]2[S:8][C:9]3[CH:15]=[C:14]([O:16][S:17]([C:20]4[CH:25]=[CH:24][C:23]([NH:33][CH2:32][CH2:31][N:30]([CH:34]([CH3:36])[CH3:35])[CH:27]([CH3:29])[CH3:28])=[CH:22][CH:21]=4)(=[O:19])=[O:18])[CH:13]=[CH:12][C:10]=3[N:11]=2)=[O:5])[CH2:3][CH2:2]1. Reactant: [CH:1]1([C:4]([NH:6][C:7]2[S:8][C:9]3[CH:15]=[C:14]([O:16][S:17]([C:20]4[CH:25]=[CH:24][C:23](F)=[CH:22][CH:21]=4)(=[O:19])=[O:18])[CH:13]=[CH:12][C:10]=3[N:11]=2)=[O:5])[CH2:3][CH2:2]1.[CH:27]([N:30]([CH:34]([CH3:36])[CH3:35])[CH2:31][CH2:32][NH2:33])([CH3:29])[CH3:28]. The catalyst class is: 37.